This data is from Reaction yield outcomes from USPTO patents with 853,638 reactions. The task is: Predict the reaction yield, written as a fraction of the theoretical maximum amount of product (1.0 means a 100% yield; for example, 0.34 means a 34% yield). The reactants are [CH:1]1([N:6]2[C:14]3[CH:13]=[C:12]([C:15]4[CH:20]=[CH:19][C:18]([OH:21])=[CH:17][CH:16]=4)[CH:11]=[C:10]([C:22]([O:24][CH3:25])=[O:23])[C:9]=3[CH:8]=[N:7]2)[CH2:5][CH2:4][CH2:3][CH2:2]1.Br[CH2:27][CH2:28][CH2:29][OH:30].C([O-])([O-])=O.[K+].[K+].O. The catalyst is CN(C=O)C. The product is [CH:1]1([N:6]2[C:14]3[CH:13]=[C:12]([C:15]4[CH:20]=[CH:19][C:18]([O:21][CH2:27][CH2:28][CH2:29][OH:30])=[CH:17][CH:16]=4)[CH:11]=[C:10]([C:22]([O:24][CH3:25])=[O:23])[C:9]=3[CH:8]=[N:7]2)[CH2:2][CH2:3][CH2:4][CH2:5]1. The yield is 0.682.